From a dataset of Full USPTO retrosynthesis dataset with 1.9M reactions from patents (1976-2016). Predict the reactants needed to synthesize the given product. (1) Given the product [Cl:1][C:2]1[CH:7]=[CH:6][C:5]([C:8]2[CH:9]=[C:10]([C:11]([F:14])([F:13])[F:12])[N:19]3[N:20]=[CH:21][C:22]([C:23]4[CH:28]=[CH:27][N:26]=[C:25]([CH3:29])[CH:24]=4)=[C:18]3[N:17]=2)=[CH:4][CH:3]=1, predict the reactants needed to synthesize it. The reactants are: [Cl:1][C:2]1[CH:7]=[CH:6][C:5]([C:8](=O)[CH2:9][C:10](=O)[C:11]([F:14])([F:13])[F:12])=[CH:4][CH:3]=1.[NH2:17][C:18]1[C:22]([C:23]2[CH:28]=[CH:27][N:26]=[C:25]([CH3:29])[CH:24]=2)=[CH:21][NH:20][N:19]=1. (2) Given the product [IH:23].[NH:14]1[C:15]2[CH:21]=[CH:20][CH:19]=[CH:18][C:16]=2[N:17]=[C:13]1[N:9]1[CH2:10][CH2:11][CH2:12][NH:6][CH2:7][CH2:8]1, predict the reactants needed to synthesize it. The reactants are: C(OC([N:6]1[CH2:12][CH2:11][CH2:10][N:9]([C:13]2[NH:17][C:16]3[CH:18]=[CH:19][CH:20]=[CH:21][C:15]=3[N:14]=2)[CH2:8][CH2:7]1)=O)C.Br.[IH:23].O. (3) Given the product [C:1]([C:3]1[CH:4]=[CH:5][C:6]([C:7]([NH:9][CH2:10][C:11](=[O:13])[NH:33][CH:22]([C:16]2[CH:17]=[CH:18][CH:19]=[CH:20][CH:21]=2)[C:23]2[CH:28]=[CH:27][CH:26]=[C:25]([C:29]([F:30])([F:31])[F:32])[CH:24]=2)=[O:8])=[CH:14][CH:15]=1)#[N:2], predict the reactants needed to synthesize it. The reactants are: [C:1]([C:3]1[CH:15]=[CH:14][C:6]([C:7]([NH:9][CH2:10][C:11]([OH:13])=O)=[O:8])=[CH:5][CH:4]=1)#[N:2].[C:16]1([CH:22]([NH2:33])[C:23]2[CH:28]=[CH:27][CH:26]=[C:25]([C:29]([F:32])([F:31])[F:30])[CH:24]=2)[CH:21]=[CH:20][CH:19]=[CH:18][CH:17]=1. (4) Given the product [Cl:8][C:4]1[CH:3]=[C:2]([N:1]([CH2:30][CH2:23][CH3:24])[CH2:9][CH2:10][CH3:11])[CH:7]=[CH:6][N:5]=1, predict the reactants needed to synthesize it. The reactants are: [NH2:1][C:2]1[CH:7]=[CH:6][N:5]=[C:4]([Cl:8])[CH:3]=1.[CH:9](=O)[CH2:10][CH3:11].C(O[BH-](O[C:23](=O)[CH3:24])OC(=O)C)(=O)C.[Na+].[BH4-].[Na+].Cl[CH:30](Cl)C. (5) Given the product [F:15][C:13]([F:16])([CH3:14])[CH2:12][N:6]1[CH2:5][CH2:4][C:3]2[C:2]([NH:22][C:21]3[CH:23]=[CH:24][C:18]([CH3:17])=[C:19]([C:25]4[CH:30]=[CH:29][C:28]([CH3:31])=[CH:27][N:26]=4)[CH:20]=3)=[CH:11][CH:10]=[CH:9][C:8]=2[CH2:7]1, predict the reactants needed to synthesize it. The reactants are: Br[C:2]1[CH:11]=[CH:10][CH:9]=[C:8]2[C:3]=1[CH2:4][CH2:5][N:6]([CH2:12][C:13]([F:16])([F:15])[CH3:14])[CH2:7]2.[CH3:17][C:18]1[CH:24]=[CH:23][C:21]([NH2:22])=[CH:20][C:19]=1[C:25]1[CH:30]=[CH:29][C:28]([CH3:31])=[CH:27][N:26]=1.CC1(C)C2C(=C(P(C3C=CC=CC=3)C3C=CC=CC=3)C=CC=2)OC2C(P(C3C=CC=CC=3)C3C=CC=CC=3)=CC=CC1=2.P([O-])([O-])([O-])=O.[K+].[K+].[K+].